Task: Predict the reaction yield, written as a fraction of the theoretical maximum amount of product (1.0 means a 100% yield; for example, 0.34 means a 34% yield).. Dataset: Reaction yield outcomes from USPTO patents with 853,638 reactions The reactants are [OH:1][N:2]=[C:3](Cl)[C:4]1[C:8]([NH:9][CH2:10][CH2:11][O:12][CH3:13])=[N:7][O:6][N:5]=1.FC(F)(F)C(O)=O.[Br:22][C:23]1[CH:24]=[C:25]([CH2:28][NH2:29])[O:26][CH:27]=1.C(N(CC)CC)C. The catalyst is C(O)C. The product is [Br:22][C:23]1[CH:24]=[C:25]([CH2:28][NH:29][C:3]([C:4]2[C:8]([NH:9][CH2:10][CH2:11][O:12][CH3:13])=[N:7][O:6][N:5]=2)=[N:2][OH:1])[O:26][CH:27]=1. The yield is 1.00.